Dataset: Reaction yield outcomes from USPTO patents with 853,638 reactions. Task: Predict the reaction yield, written as a fraction of the theoretical maximum amount of product (1.0 means a 100% yield; for example, 0.34 means a 34% yield). The product is [Br:32][C:33]1[CH:34]=[C:35]2[C:40](=[CH:41][CH:42]=1)[N:39]=[CH:38][CH:37]=[C:36]2[C:5]1[CH:6]=[CH:7][C:2]([CH3:1])=[CH:3][CH:4]=1. The catalyst is O1CCOCC1.[Pd]. The reactants are [CH3:1][C:2]1[CH:7]=[CH:6][C:5](Br)=[CH:4][CH:3]=1.B1(B2OC(C)(C)C(C)(C)O2)OC(C)(C)C(C)(C)O1.C([O-])(=O)C.[K+].[Br:32][C:33]1[CH:34]=[C:35]2[C:40](=[CH:41][CH:42]=1)[N:39]=[CH:38][CH:37]=[C:36]2I.C([O-])([O-])=O.[K+].[K+]. The yield is 0.414.